From a dataset of Forward reaction prediction with 1.9M reactions from USPTO patents (1976-2016). Predict the product of the given reaction. (1) Given the reactants [F:1][C:2]1[CH:24]=[CH:23][C:5]([CH2:6][N:7]2CCN(C3C=C(C=CN=3)C(OC)=O)C2=O)=[CH:4][CH:3]=1.[F:25][CH:26]([F:52])[C:27]1[CH:32]=[CH:31][C:30]([C:33]([F:51])([F:50])[N:34]2[CH2:38][CH2:37][N:36]([C:39]3[CH:40]=[C:41]([CH:46]=[CH:47][N:48]=3)[C:42]([O:44]C)=O)[C:35]2=[O:49])=[CH:29][CH:28]=1.FC1C=CC(CN)=CC=1, predict the reaction product. The product is: [F:52][CH:26]([F:25])[C:27]1[CH:28]=[CH:29][C:30]([C:33]([F:50])([F:51])[N:34]2[CH2:38][CH2:37][N:36]([C:39]3[CH:40]=[C:41]([CH:46]=[CH:47][N:48]=3)[C:42]([NH:7][CH2:6][C:5]3[CH:23]=[CH:24][C:2]([F:1])=[CH:3][CH:4]=3)=[O:44])[C:35]2=[O:49])=[CH:31][CH:32]=1. (2) Given the reactants C([O:3][C:4]([C:6]1[S:7][C:8]([C:22]([O:24]CC)=[O:23])=[CH:9][C:10]=1[NH:11][C:12]([NH:14][CH2:15][C:16]1[CH:21]=[CH:20][CH:19]=[CH:18][CH:17]=1)=[O:13])=O)C.[O-]CC.[Na+].[OH-].[Li+], predict the reaction product. The product is: [CH2:15]([N:14]1[C:4](=[O:3])[C:6]2[S:7][C:8]([C:22]([OH:24])=[O:23])=[CH:9][C:10]=2[NH:11][C:12]1=[O:13])[C:16]1[CH:21]=[CH:20][CH:19]=[CH:18][CH:17]=1. (3) The product is: [CH3:10][O:9][C:7]1[CH:6]=[CH:5][C:3]2[NH:4][C:17]3[CH:16]([CH2:15][C:14]([O:13][CH2:11][CH3:12])=[O:22])[CH2:20][CH2:19][C:18]=3[C:2]=2[CH:8]=1. Given the reactants I[C:2]1[CH:8]=[C:7]([O:9][CH3:10])[CH:6]=[CH:5][C:3]=1[NH2:4].[CH2:11]([O:13][C:14](=[O:22])[CH2:15][CH:16]1[CH2:20][CH2:19][CH2:18][C:17]1=O)[CH3:12].[Si](OCC)(OCC)(OCC)OCC.C1(C)C=CC(S(O)(=O)=O)=CC=1.N1C=CC=CC=1.CCN(C(C)C)C(C)C, predict the reaction product. (4) Given the reactants [C:1]([CH:3]=[C:4]1[CH2:9][CH2:8][N:7]([C:10]2[CH:15]=[CH:14][C:13]([N:16]3[CH2:20][C@@H:19]([CH2:21][N:22]4[CH:26]=[C:25]([C:27]([O:29][CH2:30][CH3:31])=[O:28])[N:24]=[N:23]4)[O:18][C:17]3=[O:32])=[CH:12][CH:11]=2)[CH2:6][CH2:5]1)#[N:2], predict the reaction product. The product is: [C:1]([CH2:3][CH:4]1[CH2:9][CH2:8][N:7]([C:10]2[CH:15]=[CH:14][C:13]([N:16]3[CH2:20][C@@H:19]([CH2:21][N:22]4[CH:26]=[C:25]([C:27]([O:29][CH2:30][CH3:31])=[O:28])[N:24]=[N:23]4)[O:18][C:17]3=[O:32])=[CH:12][CH:11]=2)[CH2:6][CH2:5]1)#[N:2]. (5) Given the reactants [OH:1][CH:2]([C:5]1[CH:6]=[C:7]2[C:12](=[CH:13][C:14]=1[C:15]([F:18])([F:17])[F:16])[NH:11][C:10](=[O:19])[N:9]([NH:20][S:21]([CH3:24])(=[O:23])=[O:22])[C:8]2=[O:25])[CH2:3][CH3:4].[H-].[Na+].[C:28](Cl)(=[O:34])[CH2:29][CH2:30][CH2:31][CH2:32][CH3:33], predict the reaction product. The product is: [C:28]([N:20]([N:9]1[C:8](=[O:25])[C:7]2[C:12](=[CH:13][C:14]([C:15]([F:16])([F:18])[F:17])=[C:5]([CH:2]([OH:1])[CH2:3][CH3:4])[CH:6]=2)[NH:11][C:10]1=[O:19])[S:21]([CH3:24])(=[O:23])=[O:22])(=[O:34])[CH2:29][CH2:30][CH2:31][CH2:32][CH3:33]. (6) The product is: [CH2:1]([N:8]1[CH:16]=[C:15]2[C:10]([CH:11]=[C:12]([C:17]3[CH:18]=[C:19]([CH2:27][C:28]4[CH:37]=[C:36]5[C:31]([CH2:32][CH2:33][N:34]([CH:41]6[CH2:43][CH2:42]6)[CH2:35]5)=[CH:30][CH:29]=4)[N:20]4[C:25]=3[C:24]([NH2:26])=[N:23][CH:22]=[N:21]4)[CH:13]=[CH:14]2)=[N:9]1)[C:2]1[CH:3]=[CH:4][CH:5]=[CH:6][CH:7]=1. Given the reactants [CH2:1]([N:8]1[CH:16]=[C:15]2[C:10]([CH:11]=[C:12]([C:17]3[CH:18]=[C:19]([CH2:27][C:28]4[CH:37]=[C:36]5[C:31]([CH2:32][CH2:33][NH:34][CH2:35]5)=[CH:30][CH:29]=4)[N:20]4[C:25]=3[C:24]([NH2:26])=[N:23][CH:22]=[N:21]4)[CH:13]=[CH:14]2)=[N:9]1)[C:2]1[CH:7]=[CH:6][CH:5]=[CH:4][CH:3]=1.C(O[C:41]1(O[Si](C)(C)C)[CH2:43][CH2:42]1)C.C(O)(=O)C.C([BH3-])#N.[Na+], predict the reaction product. (7) The product is: [CH2:4]([O:5][C:6](/[CH:8]=[C:9]1/[C:27]([CH3:28])([CH3:32])[CH2:26][N:25]([C:23]([O:22][C:18]([CH3:19])([CH3:21])[CH3:20])=[O:24])[CH2:30][CH2:29]/1)=[O:7])[CH3:3]. Given the reactants [H-].[Na+].[CH3:3][CH2:4][O:5][C:6]([CH:8](P(OCC)(OCC)=O)[CH3:9])=[O:7].[C:18]([O:22][C:23]([N:25]1[CH2:30][CH2:29][C:28](=O)[C:27](C)([CH3:32])[CH2:26]1)=[O:24])([CH3:21])([CH3:20])[CH3:19], predict the reaction product.